Dataset: Full USPTO retrosynthesis dataset with 1.9M reactions from patents (1976-2016). Task: Predict the reactants needed to synthesize the given product. (1) The reactants are: [NH2:1][CH2:2][CH2:3][CH2:4][NH:5][CH2:6][CH2:7][CH2:8][NH2:9].[C:10]([O:19][CH2:20][CH3:21])(=[O:18])/[CH:11]=[CH:12]\[C:13]([O:15][CH2:16][CH3:17])=[O:14]. Given the product [O:18]=[C:10]([CH2:11][CH:12]([C:13]([O:15][CH2:16][CH3:17])=[O:14])[NH:1][CH2:2][CH2:3][CH2:4][NH:5][CH2:6][CH2:7][CH2:8][NH:9][CH:11]([C:10]([O:19][CH2:20][CH3:21])=[O:18])[CH2:12][C:13]([O:15][CH2:16][CH3:17])=[O:14])[O:19][CH2:20][CH3:21], predict the reactants needed to synthesize it. (2) Given the product [CH3:1][S:2][C:3]1[CH:54]=[CH:53][C:6]([C:7]([NH:9][C:10]2[CH:11]=[CH:12][C:13]([CH:25]=[CH:26][C:27]3[CH:32]=[CH:31][CH:30]=[CH:29][C:28]=3[NH:33][C:34](=[O:52])[C:35]3[CH:40]=[CH:39][C:38]([S:41][CH3:42])=[C:37]([S:43]([N:46]4[CH2:51][CH2:50][O:49][CH2:48][CH2:47]4)(=[O:45])=[O:44])[CH:36]=3)=[C:14]([S:16]([OH:19])(=[O:18])=[O:17])[CH:15]=2)=[O:8])=[CH:5][C:4]=1[S:55]([N:58]1[CH2:63][CH2:62][O:61][CH2:60][CH2:59]1)(=[O:57])=[O:56], predict the reactants needed to synthesize it. The reactants are: [CH3:1][S:2][C:3]1[CH:54]=[CH:53][C:6]([C:7]([NH:9][C:10]2[CH:11]=[CH:12][C:13]([CH:25]=[CH:26][C:27]3[CH:32]=[CH:31][CH:30]=[CH:29][C:28]=3[NH:33][C:34](=[O:52])[C:35]3[CH:40]=[CH:39][C:38]([S:41][CH3:42])=[C:37]([S:43]([N:46]4[CH2:51][CH2:50][O:49][CH2:48][CH2:47]4)(=[O:45])=[O:44])[CH:36]=3)=[C:14]([S:16]([O:19]CC(C)(C)C)(=[O:18])=[O:17])[CH:15]=2)=[O:8])=[CH:5][C:4]=1[S:55]([N:58]1[CH2:63][CH2:62][O:61][CH2:60][CH2:59]1)(=[O:57])=[O:56]. (3) Given the product [NH2:1][C:2]1[C:3]([CH2:12][CH3:13])=[C:4]([CH2:5][OH:6])[CH:9]=[CH:10][CH:11]=1, predict the reactants needed to synthesize it. The reactants are: [NH2:1][C:2]1[C:3]([CH2:12][CH3:13])=[C:4]([CH:9]=[CH:10][CH:11]=1)[C:5](OC)=[O:6].[H-].[Al+3].[Li+].[H-].[H-].[H-].O. (4) Given the product [C:17]([C:19]1[N:23]([CH3:24])[C:22]([C:2]2[CH:7]=[CH:6][C:5]([S:8]([N:11]([CH2:14][CH3:15])[CH2:12][CH3:13])(=[O:10])=[O:9])=[C:4]([F:16])[CH:3]=2)=[CH:21][CH:20]=1)#[N:18], predict the reactants needed to synthesize it. The reactants are: Br[C:2]1[CH:7]=[CH:6][C:5]([S:8]([N:11]([CH2:14][CH3:15])[CH2:12][CH3:13])(=[O:10])=[O:9])=[C:4]([F:16])[CH:3]=1.[C:17]([C:19]1[N:23]([CH3:24])[C:22](B(O)O)=[CH:21][CH:20]=1)#[N:18].[F-].[K+].C(P(C(C)(C)C)C(C)(C)C)(C)(C)C.